From a dataset of NCI-60 drug combinations with 297,098 pairs across 59 cell lines. Regression. Given two drug SMILES strings and cell line genomic features, predict the synergy score measuring deviation from expected non-interaction effect. (1) Drug 1: CCC(=C(C1=CC=CC=C1)C2=CC=C(C=C2)OCCN(C)C)C3=CC=CC=C3.C(C(=O)O)C(CC(=O)O)(C(=O)O)O. Drug 2: CC1C(C(CC(O1)OC2CC(CC3=C2C(=C4C(=C3O)C(=O)C5=C(C4=O)C(=CC=C5)OC)O)(C(=O)CO)O)N)O.Cl. Cell line: SK-MEL-2. Synergy scores: CSS=30.4, Synergy_ZIP=5.31, Synergy_Bliss=5.78, Synergy_Loewe=-15.8, Synergy_HSA=2.39. (2) Drug 1: CNC(=O)C1=CC=CC=C1SC2=CC3=C(C=C2)C(=NN3)C=CC4=CC=CC=N4. Drug 2: C1CC(=O)NC(=O)C1N2C(=O)C3=CC=CC=C3C2=O. Cell line: SF-268. Synergy scores: CSS=11.3, Synergy_ZIP=3.82, Synergy_Bliss=8.77, Synergy_Loewe=4.76, Synergy_HSA=6.57. (3) Drug 1: CC1CCC2CC(C(=CC=CC=CC(CC(C(=O)C(C(C(=CC(C(=O)CC(OC(=O)C3CCCCN3C(=O)C(=O)C1(O2)O)C(C)CC4CCC(C(C4)OC)O)C)C)O)OC)C)C)C)OC. Drug 2: C(CC(=O)O)C(=O)CN.Cl. Cell line: CAKI-1. Synergy scores: CSS=20.7, Synergy_ZIP=-8.02, Synergy_Bliss=-7.39, Synergy_Loewe=-2.90, Synergy_HSA=-2.52. (4) Drug 1: CS(=O)(=O)C1=CC(=C(C=C1)C(=O)NC2=CC(=C(C=C2)Cl)C3=CC=CC=N3)Cl. Drug 2: CC1=C(C(=O)C2=C(C1=O)N3CC4C(C3(C2COC(=O)N)OC)N4)N. Cell line: KM12. Synergy scores: CSS=35.4, Synergy_ZIP=4.36, Synergy_Bliss=5.81, Synergy_Loewe=1.25, Synergy_HSA=9.58. (5) Drug 1: C1=NC2=C(N1)C(=S)N=C(N2)N. Drug 2: CC1CCCC2(C(O2)CC(NC(=O)CC(C(C(=O)C(C1O)C)(C)C)O)C(=CC3=CSC(=N3)C)C)C. Cell line: HOP-92. Synergy scores: CSS=18.9, Synergy_ZIP=-7.99, Synergy_Bliss=-1.74, Synergy_Loewe=-1.78, Synergy_HSA=-2.08. (6) Drug 1: COC1=NC(=NC2=C1N=CN2C3C(C(C(O3)CO)O)O)N. Drug 2: C1CCC(C(C1)N)N.C(=O)(C(=O)[O-])[O-].[Pt+4]. Cell line: MDA-MB-231. Synergy scores: CSS=-2.50, Synergy_ZIP=-1.50, Synergy_Bliss=1.63, Synergy_Loewe=-20.8, Synergy_HSA=-9.55. (7) Drug 1: CCCCCOC(=O)NC1=NC(=O)N(C=C1F)C2C(C(C(O2)C)O)O. Drug 2: CN(CCCl)CCCl.Cl. Cell line: K-562. Synergy scores: CSS=32.4, Synergy_ZIP=-10.5, Synergy_Bliss=-1.71, Synergy_Loewe=-27.3, Synergy_HSA=0.697. (8) Drug 1: CNC(=O)C1=CC=CC=C1SC2=CC3=C(C=C2)C(=NN3)C=CC4=CC=CC=N4. Drug 2: C(=O)(N)NO. Cell line: RXF 393. Synergy scores: CSS=5.49, Synergy_ZIP=-4.19, Synergy_Bliss=-4.60, Synergy_Loewe=-3.82, Synergy_HSA=-3.82. (9) Drug 1: CC1=C(C(=CC=C1)Cl)NC(=O)C2=CN=C(S2)NC3=CC(=NC(=N3)C)N4CCN(CC4)CCO. Drug 2: C1CC(=O)NC(=O)C1N2C(=O)C3=CC=CC=C3C2=O. Cell line: T-47D. Synergy scores: CSS=2.44, Synergy_ZIP=1.72, Synergy_Bliss=3.29, Synergy_Loewe=3.15, Synergy_HSA=0.154.